This data is from Catalyst prediction with 721,799 reactions and 888 catalyst types from USPTO. The task is: Predict which catalyst facilitates the given reaction. (1) Reactant: [CH2:1]([C:13]1[CH:22]=[CH:21][C:16]([C:17](OC)=[O:18])=[CH:15][CH:14]=1)[CH2:2][CH2:3][CH2:4][CH2:5][CH2:6][CH2:7][CH2:8][CH2:9][CH2:10][CH2:11][CH3:12].[NH2:23][NH2:24]. Product: [CH2:1]([C:13]1[CH:22]=[CH:21][C:16]([C:17]([NH:23][NH2:24])=[O:18])=[CH:15][CH:14]=1)[CH2:2][CH2:3][CH2:4][CH2:5][CH2:6][CH2:7][CH2:8][CH2:9][CH2:10][CH2:11][CH3:12]. The catalyst class is: 8. (2) Reactant: [CH:1]1[C:10]2[C:9]([NH2:11])=[N:8][C:7]3[CH:12]=[CH:13][CH:14]=[CH:15][C:6]=3[NH:5][C:4]=2[S:3][CH:2]=1.[CH3:16][O:17][CH2:18][CH2:19][CH2:20][C@H:21]1[CH2:26]N[CH2:24][CH2:23][NH:22]1.CS(C)=O.C1(C)C=CC=CC=1. Product: [CH3:16][O:17][CH2:18][CH2:19][CH2:20][C@@H:21]1[NH:22][CH2:23][CH2:24][N:11]([C:9]2[C:10]3[CH:1]=[CH:2][S:3][C:4]=3[NH:5][C:6]3[CH:15]=[CH:14][CH:13]=[CH:12][C:7]=3[N:8]=2)[CH2:26]1. The catalyst class is: 13. (3) Reactant: [CH3:1][C:2]1([O:5][CH2:6][CH2:7][OH:8])[CH2:4][CH2:3]1.[OH-].[Na+].[CH3:11][C:12]1[CH:17]=[CH:16][C:15]([S:18](Cl)(=[O:20])=[O:19])=[CH:14][CH:13]=1. Product: [CH3:11][C:12]1[CH:17]=[CH:16][C:15]([S:18]([O:8][CH2:7][CH2:6][O:5][C:2]2([CH3:1])[CH2:4][CH2:3]2)(=[O:20])=[O:19])=[CH:14][CH:13]=1. The catalyst class is: 217. (4) Reactant: [NH2:1][C:2]1[N:7]=[C:6]([C:8]2[NH:12][C:11]([C:13]3[CH:18]=[C:17]([Cl:19])[CH:16]=[CH:15][C:14]=3[CH3:20])=[C:10]([C:21](O)=[O:22])[CH:9]=2)[C:5]([I:24])=[CH:4][N:3]=1.CC[N:27](C(C)C)C(C)C.CCN=C=NCCCN(C)C.Cl.C1C=CC2N(O)N=NC=2C=1.N.C(=O)([O-])O.[Na+]. Product: [NH2:1][C:2]1[N:7]=[C:6]([C:8]2[NH:12][C:11]([C:13]3[CH:18]=[C:17]([Cl:19])[CH:16]=[CH:15][C:14]=3[CH3:20])=[C:10]([C:21]([NH2:27])=[O:22])[CH:9]=2)[C:5]([I:24])=[CH:4][N:3]=1. The catalyst class is: 3.